Predict the reaction yield, written as a fraction of the theoretical maximum amount of product (1.0 means a 100% yield; for example, 0.34 means a 34% yield). From a dataset of Reaction yield outcomes from USPTO patents with 853,638 reactions. (1) The reactants are O[C@@H]1CCN([C:7]([C:9]2[CH:14]=[CH:13][C:12](OC(F)(F)F)=[CH:11][CH:10]=2)=O)[C@H]1C(NO)=O.F[P-](F)(F)(F)(F)F.N1(O[P+](N(C)C)(N(C)C)N(C)C)[C:35]2[CH:36]=[CH:37][CH:38]=[CH:39][C:34]=2N=N1.CCN(C(C)C)C(C)C.[OH:60][C@@H:61]1[CH2:65]C[N:63]([C:66]([C:68]2[CH:73]=[CH:72][C:71](OC(F)(F)F)=[CH:70][CH:69]=2)=[O:67])[C@H:62]1[C:79]([NH:81][O:82][CH2:83][C:84]1[CH:89]=[CH:88][CH:87]=[CH:86][CH:85]=1)=[O:80].CC[O:92][C:93](C)=[O:94]. The catalyst is CN(C=O)C. The product is [CH2:7]([O:60][C@H:61]([CH3:65])[C@H:62]([NH:63][C:66]([C:68]1[CH:69]=[CH:70][C:71]([C:34]2[CH:35]=[CH:36][C:37]([C:93]([OH:94])=[O:92])=[CH:38][CH:39]=2)=[CH:72][CH:73]=1)=[O:67])[C:79](=[O:80])[NH:81][O:82][CH2:83][C:84]1[CH:85]=[CH:86][CH:87]=[CH:88][CH:89]=1)[C:9]1[CH:10]=[CH:11][CH:12]=[CH:13][CH:14]=1. The yield is 0.130. (2) The reactants are [CH:1]([CH:4]1[C:9](=[O:10])[C:8]([CH3:12])([CH3:11])[CH2:7][CH2:6][CH2:5]1)([CH3:3])[CH3:2].[C:13]([Mg]Br)#[CH:14]. The catalyst is C1COCC1. The product is [C:13]([C:9]1([OH:10])[CH:4]([CH:1]([CH3:3])[CH3:2])[CH2:5][CH2:6][CH2:7][C:8]1([CH3:12])[CH3:11])#[CH:14]. The yield is 0.810. (3) The product is [C:49]([O:48][C:47]([N:46]([CH3:45])[CH2:54][CH2:55][N:56]([CH2:25][CH:16]1[CH2:15][N:14]2[C:13]3[CH:12]=[C:11]([C:27]([O:29][CH3:30])=[O:28])[CH:10]=[CH:9][C:8]=3[C:7]([CH:1]3[CH2:2][CH2:3][CH2:4][CH2:5][CH2:6]3)=[C:20]2[C:19]2[CH:21]=[CH:22][CH:23]=[CH:24][C:18]=2[O:17]1)[CH3:57])=[O:53])([CH3:52])([CH3:51])[CH3:50]. The reactants are [CH:1]1([C:7]2[C:8]3[CH:9]=[CH:10][C:11]([C:27]([O:29][CH3:30])=[O:28])=[CH:12][C:13]=3[N:14]3[C:20]=2[C:19]2[CH:21]=[CH:22][CH:23]=[CH:24][C:18]=2[O:17][CH:16]([CH:25]=O)[CH2:15]3)[CH2:6][CH2:5][CH2:4][CH2:3][CH2:2]1.CNCCNC.CC(O)=O.[BH3-]C#N.[Na+].[CH3:45][N:46]([CH2:54][CH2:55][NH:56][CH3:57])[C:47](=[O:53])[O:48][C:49]([CH3:52])([CH3:51])[CH3:50]. The yield is 0.610. The catalyst is CO.[Cl-].[Cl-].[Zn+2]. (4) The reactants are [CH3:1][C:2]1[C:16](=[O:17])[N:15]=[C:14]2[N:4]([C@@H:5]3[O:9][C@H:8]([CH2:10][OH:11])[C@@H:7]([OH:12])[C@@H:6]3[O:13]2)[CH:3]=1.[CH3:18][O:19][CH2:20][CH2:21][O:22]B([O:22][CH2:21][CH2:20][O:19][CH3:18])[O:22][CH2:21][CH2:20][O:19][CH3:18]. The catalyst is COCCO. The product is [CH3:18][O:19][CH2:20][CH2:21][O:22][C@@H:6]1[C@H:7]([OH:12])[C@@H:8]([CH2:10][OH:11])[O:9][C@H:5]1[N:4]1[CH:3]=[C:2]([CH3:1])[C:16](=[O:17])[NH:15][C:14]1=[O:13]. The yield is 0.630. (5) The reactants are [NH2:1][C:2]1[CH:3]=[C:4]2[C:9](=[CH:10][CH:11]=1)[CH:8]=[N:7][CH:6]=[CH:5]2.[H-].[Na+].[CH2:14]([O:21][C:22](Cl)=[O:23])[C:15]1[CH:20]=[CH:19][CH:18]=[CH:17][CH:16]=1. The catalyst is CN(C=O)C. The product is [CH2:14]([O:21][C:22](=[O:23])[NH:1][C:2]1[CH:3]=[C:4]2[C:9](=[CH:10][CH:11]=1)[CH:8]=[N:7][CH:6]=[CH:5]2)[C:15]1[CH:20]=[CH:19][CH:18]=[CH:17][CH:16]=1. The yield is 0.900. (6) The reactants are [CH2:1]([C:5]1[N:10]2[N:11]=[CH:12][CH:13]=[C:9]2[N:8]([CH:14]2[CH2:23][CH2:22][C:17]3(OCC[O:18]3)[CH2:16][CH2:15]2)[C:7](=[O:24])[C:6]=1[CH2:25][C:26]1[CH:31]=[CH:30][C:29]([C:32]2[C:33]([C:38]#[N:39])=[CH:34][CH:35]=[CH:36][CH:37]=2)=[C:28]([F:40])[CH:27]=1)[CH2:2][CH2:3][CH3:4].Cl.[OH-].[Na+]. The catalyst is O1CCCC1.C(OCC)(=O)C. The product is [CH2:1]([C:5]1[N:10]2[N:11]=[CH:12][CH:13]=[C:9]2[N:8]([C@H:14]2[CH2:15][CH2:16][C@H:17]([OH:18])[CH2:22][CH2:23]2)[C:7](=[O:24])[C:6]=1[CH2:25][C:26]1[CH:31]=[CH:30][C:29]([C:32]2[C:33]([C:38]#[N:39])=[CH:34][CH:35]=[CH:36][CH:37]=2)=[C:28]([F:40])[CH:27]=1)[CH2:2][CH2:3][CH3:4]. The yield is 0.980. (7) The reactants are [CH3:1][Mg+].[Br-].[F:4][C:5]1[CH:10]=[CH:9][CH:8]=[CH:7][C:6]=1[N:11]1[CH:16]=[C:15]([O:17][CH3:18])[C:14](=[O:19])[C:13]([C:20](N(OC)C)=[O:21])=[N:12]1. The catalyst is C1COCC1. The product is [C:20]([C:13]1[C:14](=[O:19])[C:15]([O:17][CH3:18])=[CH:16][N:11]([C:6]2[CH:7]=[CH:8][CH:9]=[CH:10][C:5]=2[F:4])[N:12]=1)(=[O:21])[CH3:1]. The yield is 0.850. (8) The reactants are CS([O:5][C:6]1[CH:11]=[CH:10][CH:9]=[CH:8][C:7]=1[O:12][CH3:13])(=O)=O.[CH3:14][C:15]([CH3:20])=[CH:16][C:17]([OH:19])=[O:18].[Cl-].[Al+3].[Cl-].[Cl-].Cl. The catalyst is [OH-].[Na+]. The product is [OH:5][C:6]1[CH:11]=[C:10]([C:15]([CH3:20])([CH3:14])[CH2:16][C:17]([OH:19])=[O:18])[CH:9]=[CH:8][C:7]=1[O:12][CH3:13]. The yield is 0.379. (9) The reactants are B(Br)(Br)Br.C[O:6][C:7]1[CH:8]=[C:9]([CH:37]=[CH:38][CH:39]=1)[O:10][C@H:11]1[CH2:15][CH2:14][N:13]([C:16]([CH3:36])([CH3:35])[CH2:17][CH2:18][C:19]([C:29]2[CH:34]=[CH:33][CH:32]=[CH:31][CH:30]=2)([C:23]2[CH:28]=[CH:27][CH:26]=[CH:25][CH:24]=2)[C:20]([NH2:22])=[O:21])[CH2:12]1. The catalyst is ClCCl. The product is [OH:6][C:7]1[CH:8]=[C:9]([CH:37]=[CH:38][CH:39]=1)[O:10][C@H:11]1[CH2:15][CH2:14][N:13]([C:16]([CH3:36])([CH3:35])[CH2:17][CH2:18][C:19]([C:29]2[CH:30]=[CH:31][CH:32]=[CH:33][CH:34]=2)([C:23]2[CH:24]=[CH:25][CH:26]=[CH:27][CH:28]=2)[C:20]([NH2:22])=[O:21])[CH2:12]1. The yield is 0.600.